From a dataset of TCR-epitope binding with 47,182 pairs between 192 epitopes and 23,139 TCRs. Binary Classification. Given a T-cell receptor sequence (or CDR3 region) and an epitope sequence, predict whether binding occurs between them. (1) Result: 1 (the TCR binds to the epitope). The epitope is ELAGIGILTV. The TCR CDR3 sequence is CAISESTAERSGANVLTF. (2) The epitope is IPRRNVATL. The TCR CDR3 sequence is CASSPSASGSSYEQYF. Result: 0 (the TCR does not bind to the epitope). (3) The epitope is YFPLQSYGF. The TCR CDR3 sequence is CASRVTSGSPYEQYF. Result: 0 (the TCR does not bind to the epitope). (4) The epitope is RLRAEAQVK. The TCR CDR3 sequence is CATSVGRGAQETQYF. Result: 1 (the TCR binds to the epitope). (5) The epitope is ILHCANFNV. The TCR CDR3 sequence is CASSFGGVEQFF. Result: 1 (the TCR binds to the epitope). (6) The epitope is FLNGSCGSV. The TCR CDR3 sequence is CASSLQWGNEQFF. Result: 0 (the TCR does not bind to the epitope). (7) The epitope is ILGLPTQTV. The TCR CDR3 sequence is CASITSTYSNQPQHF. Result: 1 (the TCR binds to the epitope). (8) The epitope is GLCTLVAML. The TCR CDR3 sequence is CASSQLAQGRGAYNEQFF. Result: 1 (the TCR binds to the epitope). (9) The epitope is KLVALGINAV. The TCR CDR3 sequence is CASSQGERFGNEQFF. Result: 0 (the TCR does not bind to the epitope).